This data is from Forward reaction prediction with 1.9M reactions from USPTO patents (1976-2016). The task is: Predict the product of the given reaction. (1) The product is: [Cl:1][C:2]1[N:7]=[CH:6][C:5]([CH2:8][N:9]([CH2:14][CH2:15][CH3:16])[CH2:10][CH2:11][OH:12])=[CH:4][CH:3]=1. Given the reactants [Cl:1][C:2]1[N:7]=[CH:6][C:5]([CH2:8][NH:9][CH2:10][CH2:11][OH:12])=[CH:4][CH:3]=1.I[CH2:14][CH2:15][CH3:16].C(N(CC)CC)C, predict the reaction product. (2) Given the reactants [Cl:1][C:2]1[CH:7]=[CH:6][C:5]([CH:8]([C:26]2[CH:31]=[CH:30][C:29]([Cl:32])=[CH:28][CH:27]=2)[N:9]2[CH2:12][CH:11]([CH:13]([C:18]3[CH:23]=[C:22]([F:24])[CH:21]=[C:20]([F:25])[CH:19]=3)[C:14]([CH3:17])(O)[CH3:15])[CH2:10]2)=[CH:4][CH:3]=1.C(Cl)Cl.C(N(S(F)(F)F)CC)C.C([O-])(O)=O.[Na+].[OH-].[Na+], predict the reaction product. The product is: [Cl:32][C:29]1[CH:28]=[CH:27][C:26]([CH:8]([C:5]2[CH:4]=[CH:3][C:2]([Cl:1])=[CH:7][CH:6]=2)[N:9]2[CH2:12][CH:11]([C:13]([C:18]3[CH:23]=[C:22]([F:24])[CH:21]=[C:20]([F:25])[CH:19]=3)=[C:14]([CH3:17])[CH3:15])[CH2:10]2)=[CH:31][CH:30]=1.